Dataset: Full USPTO retrosynthesis dataset with 1.9M reactions from patents (1976-2016). Task: Predict the reactants needed to synthesize the given product. (1) Given the product [Cl:13][C:14]1[CH:15]=[C:16]([CH:21]=[CH:22][C:23]=1[S:24](=[O:37])(=[O:38])[N:25]([C:2]1[C:7]([Cl:8])=[CH:6][C:5]([C:9]([F:12])([F:11])[F:10])=[CH:4][N:3]=1)[CH2:26][C:27]1[CH:28]=[C:29]2[C:33](=[CH:34][CH:35]=1)[N:32]([CH3:36])[N:31]=[CH:30]2)[C:17]([O:19][CH3:20])=[O:18], predict the reactants needed to synthesize it. The reactants are: Cl[C:2]1[C:7]([Cl:8])=[CH:6][C:5]([C:9]([F:12])([F:11])[F:10])=[CH:4][N:3]=1.[Cl:13][C:14]1[CH:15]=[C:16]([CH:21]=[CH:22][C:23]=1[S:24](=[O:38])(=[O:37])[NH:25][CH2:26][C:27]1[CH:28]=[C:29]2[C:33](=[CH:34][CH:35]=1)[N:32]([CH3:36])[N:31]=[CH:30]2)[C:17]([O:19][CH3:20])=[O:18]. (2) Given the product [C:6]1(=[O:7])[CH:2]2[CH2:3][CH2:4][CH2:5][CH:1]2[C:11](=[O:13])[NH:16]1, predict the reactants needed to synthesize it. The reactants are: [CH:1]1([C:11]([O:13]CC)=O)[CH2:5][CH2:4][CH2:3][CH:2]1[C:6](OCC)=[O:7].[NH3:16]. (3) Given the product [Br:2][C:3]1[CH:4]=[C:5]([C:14]2[N:54]([C:51]3[CH:52]=[CH:53][N:48]=[CH:49][CH:50]=3)[N:55]=[C:16]([C:17]([OH:19])=[O:18])[CH:15]=2)[CH:6]=[C:7]([O:9][C:10]([F:11])([F:12])[F:13])[CH:8]=1, predict the reactants needed to synthesize it. The reactants are: [Li].[Br:2][C:3]1[CH:4]=[C:5]([C:14]([O-])=[CH:15][C:16](=O)[C:17]([O:19]CC)=[O:18])[CH:6]=[C:7]([O:9][C:10]([F:13])([F:12])[F:11])[CH:8]=1.ClC1C=C(C2N(C3C=CC=CN=3)N=C(C(O)=O)C=2)C=C(F)C=1.Cl.Cl.[N:48]1[CH:53]=[CH:52][C:51]([NH:54][NH2:55])=[CH:50][CH:49]=1.